From a dataset of Forward reaction prediction with 1.9M reactions from USPTO patents (1976-2016). Predict the product of the given reaction. (1) Given the reactants C1(C)C=CC=CC=1.CS(O)(=O)=O.[C:13]1(=[O:19])[O:18][C:16](=O)[CH:15]=[CH:14]1.[CH3:20][O:21][C:22]1[CH:27]=[CH:26][CH:25]=[C:24](N)[CH:23]=1.C([N:31](CC)CC)C, predict the reaction product. The product is: [CH3:20][O:21][C:22]1[CH:23]=[C:24]([C:15]2[C:16]([NH:31][C:13](=[O:19])[CH:14]=2)=[O:18])[CH:25]=[CH:26][CH:27]=1. (2) Given the reactants [O:1]1[CH2:6][CH2:5][CH:4]([CH2:7][N:8]2[CH2:13][CH2:12][CH:11]([CH2:14][NH:15]C(=O)OC(C)(C)C)[CH2:10][CH2:9]2)[CH2:3][CH2:2]1.[ClH:23], predict the reaction product. The product is: [ClH:23].[ClH:23].[O:1]1[CH2:2][CH2:3][CH:4]([CH2:7][N:8]2[CH2:13][CH2:12][CH:11]([CH2:14][NH2:15])[CH2:10][CH2:9]2)[CH2:5][CH2:6]1. (3) Given the reactants [CH3:1][C:2]1[C:3]2[C:8]([N:9]=[C:10]3[C:15]=1[CH:14]=[CH:13][CH:12]=[CH:11]3)=[CH:7][CH:6]=[CH:5][CH:4]=2.[CH2:16]1[CH2:22][S:19](=[O:21])(=[O:20])[O:18][CH2:17]1, predict the reaction product. The product is: [OH-:18].[CH3:1][C:2]1[C:15]2[C:10]([N+:9]([CH2:17][CH2:16][CH2:22][S:19]([OH:21])(=[O:20])=[O:18])=[C:8]3[C:3]=1[CH:4]=[CH:5][CH:6]=[CH:7]3)=[CH:11][CH:12]=[CH:13][CH:14]=2. (4) Given the reactants [CH3:1][O:2][C:3]1[C:4](=[O:34])[CH:5]=[C:6]([NH:23][CH2:24][CH2:25][CH2:26][C:27]([O:29]C(C)(C)C)=[O:28])[C:7](=[O:22])[C:8]=1[CH2:9][CH2:10][CH2:11][CH2:12][CH2:13][CH2:14][CH2:15][CH2:16][CH2:17][CH2:18][CH2:19][CH2:20][CH3:21].C1(OC)C=CC=CC=1.FC(F)(F)C(O)=O.C1CCCCC1, predict the reaction product. The product is: [CH3:1][O:2][C:3]1[C:4](=[O:34])[CH:5]=[C:6]([NH:23][CH2:24][CH2:25][CH2:26][C:27]([OH:29])=[O:28])[C:7](=[O:22])[C:8]=1[CH2:9][CH2:10][CH2:11][CH2:12][CH2:13][CH2:14][CH2:15][CH2:16][CH2:17][CH2:18][CH2:19][CH2:20][CH3:21]. (5) Given the reactants [Cl-].O[NH3+].[C:4](=[O:7])([O-])[OH:5].[Na+].[CH2:9]([O:11][C:12]1[N:16]([CH2:17][C:18]2[CH:23]=[CH:22][C:21]([C:24]3[C:25]([C:30]#[N:31])=[CH:26][CH:27]=[CH:28][CH:29]=3)=[CH:20][CH:19]=2)[C:15]2[S:32][C:33]([CH2:35][CH3:36])=[CH:34][C:14]=2[N:13]=1)[CH3:10].[N:37]12CCCN=C1CCCCC2, predict the reaction product. The product is: [CH2:9]([O:11][C:12]1[N:16]([CH2:17][C:18]2[CH:19]=[CH:20][C:21]([C:24]3[CH:29]=[CH:28][CH:27]=[CH:26][C:25]=3[C:30]3[NH:37][C:4](=[O:7])[O:5][N:31]=3)=[CH:22][CH:23]=2)[C:15]2[S:32][C:33]([CH2:35][CH3:36])=[CH:34][C:14]=2[N:13]=1)[CH3:10]. (6) Given the reactants [Cl:1][C:2]1[CH:25]=[CH:24][C:5]([CH2:6][N:7]2[C:12](SCC)=[N:11][C:10](=[O:16])[N:9]([CH2:17][CH2:18][S:19](=[O:22])(=[O:21])[NH2:20])[C:8]2=[O:23])=[CH:4][CH:3]=1.[F:26][C:27]1[CH:28]=[C:29]([CH:31]=[CH:32][C:33]=1[O:34][CH:35]([CH3:37])[CH3:36])[NH2:30].C(O)(C)(C)C, predict the reaction product. The product is: [Cl:1][C:2]1[CH:3]=[CH:4][C:5]([CH2:6][N:7]2[C:12](=[N:30][C:29]3[CH:31]=[CH:32][C:33]([O:34][CH:35]([CH3:36])[CH3:37])=[C:27]([F:26])[CH:28]=3)[NH:11][C:10](=[O:16])[N:9]([CH2:17][CH2:18][S:19](=[O:21])(=[O:22])[NH2:20])[C:8]2=[O:23])=[CH:24][CH:25]=1. (7) Given the reactants [C:1]1([CH2:7][S:8](Cl)(=[O:10])=[O:9])[CH:6]=[CH:5][CH:4]=[CH:3][CH:2]=1.C([NH2:20])CCCCCCC, predict the reaction product. The product is: [C:1]1([CH2:7][S:8]([NH2:20])(=[O:10])=[O:9])[CH:6]=[CH:5][CH:4]=[CH:3][CH:2]=1. (8) Given the reactants [NH2:1][C:2]1[C:7]([CH2:8]O)=[CH:6][C:5]([Br:10])=[CH:4][N:3]=1.[BrH:11], predict the reaction product. The product is: [BrH:10].[Br:10][C:5]1[CH:6]=[C:7]([CH2:8][Br:11])[C:2]([NH2:1])=[N:3][CH:4]=1. (9) The product is: [C:1]([O:5][C:6](=[O:35])[NH:7][C:8]1([C:12]2[CH:17]=[CH:16][C:15]([C:18]3[C:27](=[S:45])[C:26]4[C:21](=[CH:22][CH:23]=[CH:24][CH:25]=4)[O:20][C:19]=3[C:29]3[CH:34]=[CH:33][CH:32]=[CH:31][CH:30]=3)=[CH:14][CH:13]=2)[CH2:11][CH2:10][CH2:9]1)([CH3:4])([CH3:3])[CH3:2]. Given the reactants [C:1]([O:5][C:6](=[O:35])[NH:7][C:8]1([C:12]2[CH:17]=[CH:16][C:15]([C:18]3[C:27](=O)[C:26]4[C:21](=[CH:22][CH:23]=[CH:24][CH:25]=4)[O:20][C:19]=3[C:29]3[CH:34]=[CH:33][CH:32]=[CH:31][CH:30]=3)=[CH:14][CH:13]=2)[CH2:11][CH2:10][CH2:9]1)([CH3:4])([CH3:3])[CH3:2].COC1C=CC(P2(SP(C3C=CC(OC)=CC=3)(=S)S2)=[S:45])=CC=1.CCOC(C)=O, predict the reaction product.